This data is from NCI-60 drug combinations with 297,098 pairs across 59 cell lines. The task is: Regression. Given two drug SMILES strings and cell line genomic features, predict the synergy score measuring deviation from expected non-interaction effect. (1) Cell line: A498. Drug 1: CC1C(C(CC(O1)OC2CC(CC3=C2C(=C4C(=C3O)C(=O)C5=C(C4=O)C(=CC=C5)OC)O)(C(=O)C)O)N)O.Cl. Drug 2: CC1=C(C(CCC1)(C)C)C=CC(=CC=CC(=CC(=O)O)C)C. Synergy scores: CSS=17.5, Synergy_ZIP=-6.54, Synergy_Bliss=-2.18, Synergy_Loewe=-15.0, Synergy_HSA=-2.02. (2) Drug 1: C1=NC2=C(N=C(N=C2N1C3C(C(C(O3)CO)O)O)F)N. Drug 2: CC(C)(C#N)C1=CC(=CC(=C1)CN2C=NC=N2)C(C)(C)C#N. Cell line: RXF 393. Synergy scores: CSS=-0.836, Synergy_ZIP=0.649, Synergy_Bliss=1.41, Synergy_Loewe=1.14, Synergy_HSA=0.659. (3) Drug 2: CC1CCC2CC(C(=CC=CC=CC(CC(C(=O)C(C(C(=CC(C(=O)CC(OC(=O)C3CCCCN3C(=O)C(=O)C1(O2)O)C(C)CC4CCC(C(C4)OC)OCCO)C)C)O)OC)C)C)C)OC. Drug 1: CC1OCC2C(O1)C(C(C(O2)OC3C4COC(=O)C4C(C5=CC6=C(C=C35)OCO6)C7=CC(=C(C(=C7)OC)O)OC)O)O. Synergy scores: CSS=58.5, Synergy_ZIP=-0.109, Synergy_Bliss=-0.563, Synergy_Loewe=4.61, Synergy_HSA=5.75. Cell line: ACHN. (4) Drug 1: CCC1(CC2CC(C3=C(CCN(C2)C1)C4=CC=CC=C4N3)(C5=C(C=C6C(=C5)C78CCN9C7C(C=CC9)(C(C(C8N6C=O)(C(=O)OC)O)OC(=O)C)CC)OC)C(=O)OC)O.OS(=O)(=O)O. Drug 2: CC1CCC2CC(C(=CC=CC=CC(CC(C(=O)C(C(C(=CC(C(=O)CC(OC(=O)C3CCCCN3C(=O)C(=O)C1(O2)O)C(C)CC4CCC(C(C4)OC)O)C)C)O)OC)C)C)C)OC. Cell line: SF-539. Synergy scores: CSS=7.57, Synergy_ZIP=2.83, Synergy_Bliss=1.49, Synergy_Loewe=0.854, Synergy_HSA=-0.644. (5) Drug 1: CN1CCC(CC1)COC2=C(C=C3C(=C2)N=CN=C3NC4=C(C=C(C=C4)Br)F)OC. Drug 2: CC1=CC2C(CCC3(C2CCC3(C(=O)C)OC(=O)C)C)C4(C1=CC(=O)CC4)C. Synergy scores: CSS=-13.5, Synergy_ZIP=3.45, Synergy_Bliss=-4.49, Synergy_Loewe=-12.9, Synergy_HSA=-12.4. Cell line: COLO 205. (6) Drug 1: C1=CC=C(C=C1)NC(=O)CCCCCCC(=O)NO. Drug 2: C1CN1C2=NC(=NC(=N2)N3CC3)N4CC4. Cell line: MDA-MB-435. Synergy scores: CSS=7.85, Synergy_ZIP=-4.73, Synergy_Bliss=2.28, Synergy_Loewe=-1.45, Synergy_HSA=1.59. (7) Drug 1: C1=C(C(=O)NC(=O)N1)F. Drug 2: CCC1(CC2CC(C3=C(CCN(C2)C1)C4=CC=CC=C4N3)(C5=C(C=C6C(=C5)C78CCN9C7C(C=CC9)(C(C(C8N6C)(C(=O)OC)O)OC(=O)C)CC)OC)C(=O)OC)O.OS(=O)(=O)O. Cell line: SK-MEL-5. Synergy scores: CSS=52.0, Synergy_ZIP=-15.1, Synergy_Bliss=-18.5, Synergy_Loewe=-14.6, Synergy_HSA=-11.7. (8) Drug 1: CN(C)N=NC1=C(NC=N1)C(=O)N. Drug 2: CCN(CC)CCCC(C)NC1=C2C=C(C=CC2=NC3=C1C=CC(=C3)Cl)OC. Cell line: UACC62. Synergy scores: CSS=12.2, Synergy_ZIP=-1.22, Synergy_Bliss=4.30, Synergy_Loewe=5.25, Synergy_HSA=4.58.